From a dataset of NCI-60 drug combinations with 297,098 pairs across 59 cell lines. Regression. Given two drug SMILES strings and cell line genomic features, predict the synergy score measuring deviation from expected non-interaction effect. Drug 1: CCN(CC)CCNC(=O)C1=C(NC(=C1C)C=C2C3=C(C=CC(=C3)F)NC2=O)C. Drug 2: CCCCC(=O)OCC(=O)C1(CC(C2=C(C1)C(=C3C(=C2O)C(=O)C4=C(C3=O)C=CC=C4OC)O)OC5CC(C(C(O5)C)O)NC(=O)C(F)(F)F)O. Cell line: SN12C. Synergy scores: CSS=23.5, Synergy_ZIP=9.96, Synergy_Bliss=12.0, Synergy_Loewe=0.482, Synergy_HSA=3.29.